Dataset: Full USPTO retrosynthesis dataset with 1.9M reactions from patents (1976-2016). Task: Predict the reactants needed to synthesize the given product. (1) Given the product [CH3:22][S:21][C:17]1[N:16]=[C:15]([C:13](=[O:14])[CH2:1][C:2]2[CH:7]=[CH:6][CH:5]=[CH:4][CH:3]=2)[CH:20]=[CH:19][N:18]=1, predict the reactants needed to synthesize it. The reactants are: [CH2:1]([Mg]Cl)[C:2]1[CH:7]=[CH:6][CH:5]=[CH:4][CH:3]=1.CON(C)[C:13]([C:15]1[CH:20]=[CH:19][N:18]=[C:17]([S:21][CH3:22])[N:16]=1)=[O:14]. (2) Given the product [CH:16]([CH2:17][CH2:18][C:7]1[O:6][C:5]([C:3]([O:2][CH3:1])=[O:4])=[CH:9][CH:8]=1)=[O:19], predict the reactants needed to synthesize it. The reactants are: [CH3:1][O:2][C:3]([C:5]1[O:6][C:7](Br)=[CH:8][CH:9]=1)=[O:4].C(=O)([O-])O.[Na+].[CH2:16]([OH:19])[CH:17]=[CH2:18].O. (3) Given the product [CH3:1][C:2](=[C:4]([CH2:6][CH2:7][C@H:8]([C@@H:10]1[C@:27]2([CH3:28])[C@H:13]([C@H:14]3[C@H:24]([CH2:25][CH2:26]2)[C@:22]2([CH3:23])[C:17](=[CH:18][C:19](=[O:29])[CH2:20][CH2:21]2)[CH:16]=[CH:15]3)[CH2:12][CH2:11]1)[CH3:9])[CH3:5])[CH3:3], predict the reactants needed to synthesize it. The reactants are: [CH3:1][C:2](=[C:4]([CH2:6][CH2:7][C@H:8]([C@@H:10]1[C@:27]2([CH3:28])[C@H:13]([C:14]3[C@H:24]([CH2:25][CH2:26]2)[C@:22]2([CH3:23])[C:17](=[CH:18][C:19](=[O:29])[CH2:20][CH2:21]2)[CH2:16][CH:15]=3)[CH2:12][CH2:11]1)[CH3:9])[CH3:5])[CH3:3].[OH-].[K+].C(O)(=O)C. (4) Given the product [Cl:13][C:5]1[C:4]2[C:9](=[CH:10][CH:11]=[C:2]([NH:20][CH2:19][C:18]3[CH:21]=[C:22]([O:24][CH3:25])[CH:23]=[C:16]([O:15][CH3:14])[CH:17]=3)[CH:3]=2)[C:8](=[O:12])[NH:7][N:6]=1, predict the reactants needed to synthesize it. The reactants are: Br[C:2]1[CH:3]=[C:4]2[C:9](=[CH:10][CH:11]=1)[C:8](=[O:12])[NH:7][N:6]=[C:5]2[Cl:13].[CH3:14][O:15][C:16]1[CH:17]=[C:18]([CH:21]=[C:22]([O:24][CH3:25])[CH:23]=1)[CH2:19][NH2:20].C1C=CC(P(C2C(C3C(P(C4C=CC=CC=4)C4C=CC=CC=4)=CC=C4C=3C=CC=C4)=C3C(C=CC=C3)=CC=2)C2C=CC=CC=2)=CC=1.CC([O-])(C)C.[Na+]. (5) The reactants are: Cl[C:2]1[N:10]=[CH:9][C:8]([Cl:11])=[CH:7][C:3]=1[C:4]([OH:6])=[O:5].[CH:12]([NH2:15])([CH3:14])[CH3:13].C(=O)([O-])[O-].[K+].[K+]. Given the product [Cl:11][C:8]1[CH:9]=[N:10][C:2]([NH:15][CH:12]([CH3:14])[CH3:13])=[C:3]([CH:7]=1)[C:4]([OH:6])=[O:5], predict the reactants needed to synthesize it. (6) Given the product [Cl:14][C:10]1[CH:9]=[C:8]2[C:13]([C:5]([CH2:3][OH:4])=[N:6][N:7]2[CH:22]2[CH2:21][CH2:23][CH2:24][CH2:25][O:26]2)=[CH:12][CH:11]=1, predict the reactants needed to synthesize it. The reactants are: CO[C:3]([C:5]1[C:13]2[C:8](=[CH:9][C:10]([Cl:14])=[CH:11][CH:12]=2)[NH:7][N:6]=1)=[O:4].CC(C[AlH]C[CH:21]([CH3:23])[CH3:22])C.[CH3:24][CH2:25][O:26]C(C)=O. (7) Given the product [CH2:17]([C:18]1([CH2:19][CH2:20][CH3:21])[NH:1][C:2]2[CH:6]=[C:5]([C:7]3[CH:8]=[CH:9][N:10]=[CH:11][CH:12]=3)[S:4][C:3]=2[C:13](=[O:14])[NH:15]1)[CH3:16], predict the reactants needed to synthesize it. The reactants are: [NH2:1][C:2]1[CH:6]=[C:5]([C:7]2[CH:12]=[CH:11][N:10]=[CH:9][CH:8]=2)[S:4][C:3]=1[C:13]([NH2:15])=[O:14].[CH3:16][CH2:17][C:18](=O)[CH2:19][CH2:20][CH3:21].O.C1(C)C=CC(S(O)(=O)=O)=CC=1.C(=O)([O-])O.[Na+]. (8) Given the product [N:37]12[CH2:42][CH2:41][CH:40]([CH2:39][CH2:38]1)[C@@H:35]([NH:34][C:14]([C:12]1[S:13][C:9]([S:8][C:5]3[CH:4]=[CH:3][C:2]([Cl:1])=[CH:7][CH:6]=3)=[CH:10][CH:11]=1)=[O:16])[CH2:36]2, predict the reactants needed to synthesize it. The reactants are: [Cl:1][C:2]1[CH:7]=[CH:6][C:5]([S:8][C:9]2[S:13][C:12]([C:14]([OH:16])=O)=[CH:11][CH:10]=2)=[CH:4][CH:3]=1.C1(OP(Cl)(OC2C=CC=CC=2)=O)C=CC=CC=1.[NH2:34][C@@H:35]1[CH:40]2[CH2:41][CH2:42][N:37]([CH2:38][CH2:39]2)[CH2:36]1.CO. (9) Given the product [F:16][C:17]1[CH:22]=[CH:21][CH:20]=[CH:19][C:18]=1[O:23][C:8]1[CH:15]=[CH:14][C:11]([CH:12]=[O:13])=[CH:10][CH:9]=1, predict the reactants needed to synthesize it. The reactants are: C(=O)([O-])[O-].[K+].[K+].F[C:8]1[CH:15]=[CH:14][C:11]([CH:12]=[O:13])=[CH:10][CH:9]=1.[F:16][C:17]1[CH:22]=[CH:21][CH:20]=[CH:19][C:18]=1[OH:23]. (10) Given the product [CH2:13]([N:1]1[C:9]2[C:4](=[CH:5][CH:6]=[CH:7][CH:8]=2)[C:3]([CH2:10][C:11]#[N:12])=[CH:2]1)[C:14]1[CH:19]=[CH:18][CH:17]=[CH:16][CH:15]=1, predict the reactants needed to synthesize it. The reactants are: [NH:1]1[C:9]2[C:4](=[CH:5][CH:6]=[CH:7][CH:8]=2)[C:3]([CH2:10][C:11]#[N:12])=[CH:2]1.[CH2:13](Br)[C:14]1[CH:19]=[CH:18][CH:17]=[CH:16][CH:15]=1.[OH-].[Na+].O.